Predict the reactants needed to synthesize the given product. From a dataset of Full USPTO retrosynthesis dataset with 1.9M reactions from patents (1976-2016). Given the product [CH3:1][C:2]1[CH:7]=[C:6]([C:8]2[CH:13]=[CH:12][C:11]([NH:14][C:28](=[O:29])[CH:27]([C:24]3[CH:23]=[CH:22][C:21]([N+:18]([O-:20])=[O:19])=[CH:26][CH:25]=3)[CH3:31])=[CH:10][CH:9]=2)[CH:5]=[CH:4][N:3]=1, predict the reactants needed to synthesize it. The reactants are: [CH3:1][C:2]1[CH:7]=[C:6]([C:8]2[CH:13]=[CH:12][C:11]([NH2:14])=[CH:10][CH:9]=2)[CH:5]=[CH:4][N:3]=1.C(Cl)Cl.[N+:18]([C:21]1[CH:26]=[CH:25][C:24]([CH:27]([CH3:31])[C:28](Cl)=[O:29])=[CH:23][CH:22]=1)([O-:20])=[O:19].C(N(CC)C(C)C)(C)C.